The task is: Predict the reactants needed to synthesize the given product.. This data is from Retrosynthesis with 50K atom-mapped reactions and 10 reaction types from USPTO. The reactants are: Clc1ccccn1.OC1CCNCC1. Given the product OC1CCN(c2ccccn2)CC1, predict the reactants needed to synthesize it.